Dataset: Forward reaction prediction with 1.9M reactions from USPTO patents (1976-2016). Task: Predict the product of the given reaction. (1) Given the reactants [CH:1]1([CH2:7][N:8]2[C:12]([C:13]3[N:21]4[C:16]([CH:17]=[CH:18][CH:19]=[CH:20]4)=[C:15]([S:22]([N:25]4[CH2:30][CH2:29][CH2:28][CH2:27][CH2:26]4)(=[O:24])=[O:23])[CH:14]=3)=[CH:11][C:10]([C:31]([O:33]CC)=[O:32])=[C:9]2[CH3:36])[CH2:6][CH2:5][CH2:4][CH2:3][CH2:2]1.CC([O-])(C)C.[K+].Cl, predict the reaction product. The product is: [CH:1]1([CH2:7][N:8]2[C:12]([C:13]3[N:21]4[C:16]([CH:17]=[CH:18][CH:19]=[CH:20]4)=[C:15]([S:22]([N:25]4[CH2:30][CH2:29][CH2:28][CH2:27][CH2:26]4)(=[O:24])=[O:23])[CH:14]=3)=[CH:11][C:10]([C:31]([OH:33])=[O:32])=[C:9]2[CH3:36])[CH2:2][CH2:3][CH2:4][CH2:5][CH2:6]1. (2) Given the reactants [CH2:1]([C:8]1[C:17]2[C:12](=[CH:13][CH:14]=[CH:15][CH:16]=2)[C:11]([N:18]2[CH2:23][CH2:22][N:21]([C:24]3[CH:29]=[N:28]C(C(C)=C)=[CH:26][N:25]=3)[CH2:20][CH2:19]2)=[N:10][N:9]=1)[C:2]1[CH:7]=[CH:6][CH:5]=[CH:4][CH:3]=1.C[N+]1([O-])CC[O:37]CC1.[C:41]([OH:45])([CH3:44])([CH3:43])[CH3:42], predict the reaction product. The product is: [CH2:1]([C:8]1[C:17]2[C:12](=[CH:13][CH:14]=[CH:15][CH:16]=2)[C:11]([N:18]2[CH2:23][CH2:22][N:21]([C:24]3[CH:29]=[N:28][C:42]([C:41]([OH:45])([CH3:44])[CH2:43][OH:37])=[CH:26][N:25]=3)[CH2:20][CH2:19]2)=[N:10][N:9]=1)[C:2]1[CH:7]=[CH:6][CH:5]=[CH:4][CH:3]=1. (3) Given the reactants [O:1]1[CH2:6][CH2:5][N:4]([C:7]2[CH:12]=[CH:11][C:10]([OH:13])=[CH:9][CH:8]=2)[CH2:3][CH2:2]1.[H-].[Na+].Br[CH2:17][CH2:18][O:19][CH:20]1[CH2:25][CH2:24][CH2:23][CH2:22][O:21]1, predict the reaction product. The product is: [O:21]1[CH2:22][CH2:23][CH2:24][CH2:25][CH:20]1[O:19][CH2:18][CH2:17][O:13][C:10]1[CH:9]=[CH:8][C:7]([N:4]2[CH2:3][CH2:2][O:1][CH2:6][CH2:5]2)=[CH:12][CH:11]=1.